This data is from Catalyst prediction with 721,799 reactions and 888 catalyst types from USPTO. The task is: Predict which catalyst facilitates the given reaction. (1) Reactant: [Cl:1][C:2]1[N:3]=[C:4](Cl)[C:5]2[S:10][CH:9]=[C:8]([CH3:11])[C:6]=2[N:7]=1.[CH3:13][N:14]([CH3:16])[NH2:15]. Product: [Cl:1][C:2]1[N:3]=[C:4]([NH:15][N:14]([CH3:16])[CH3:13])[C:5]2[S:10][CH:9]=[C:8]([CH3:11])[C:6]=2[N:7]=1. The catalyst class is: 3. (2) Reactant: [CH:1]([C:3]1[CH:12]=[CH:11][C:6]([C:7]([O:9][CH3:10])=[O:8])=[CH:5][C:4]=1[O:13][CH3:14])=O.Cl.[NH2:16]O.O.C(=O)([O-])O.[Na+]. Product: [C:1]([C:3]1[CH:12]=[CH:11][C:6]([C:7]([O:9][CH3:10])=[O:8])=[CH:5][C:4]=1[O:13][CH3:14])#[N:16]. The catalyst class is: 106.